From a dataset of Reaction yield outcomes from USPTO patents with 853,638 reactions. Predict the reaction yield, written as a fraction of the theoretical maximum amount of product (1.0 means a 100% yield; for example, 0.34 means a 34% yield). The reactants are [O:1]=[C:2]1[CH:11]=[CH:10][C:9]2[C:4](=[CH:5][C:6]([C:12]#[N:13])=[CH:7][CH:8]=2)[NH:3]1.CS(O[CH2:19][CH2:20][N:21]1[CH2:26][CH2:25][CH:24]([NH:27][C:28]([O:30][C:31]([CH3:34])([CH3:33])[CH3:32])=[O:29])[CH:23]([F:35])[CH2:22]1)(=O)=O.[H-].[Na+]. The catalyst is CC(C)=O. The product is [C:12]([C:6]1[CH:5]=[C:4]2[C:9]([CH:10]=[CH:11][C:2](=[O:1])[N:3]2[CH2:19][CH2:20][N:21]2[CH2:26][CH2:25][CH:24]([NH:27][C:28](=[O:29])[O:30][C:31]([CH3:33])([CH3:32])[CH3:34])[CH:23]([F:35])[CH2:22]2)=[CH:8][CH:7]=1)#[N:13]. The yield is 0.530.